Task: Predict the reaction yield, written as a fraction of the theoretical maximum amount of product (1.0 means a 100% yield; for example, 0.34 means a 34% yield).. Dataset: Reaction yield outcomes from USPTO patents with 853,638 reactions (1) The reactants are [CH2:1]([N:8]1[C:13](=[O:14])[C:12]2=[CH:15][CH:16]=[C:17]([Cl:18])[N:11]2[N:10]=[C:9]1[CH:19]([CH:21]1[CH2:23][CH2:22]1)O)[C:2]1[CH:7]=[CH:6][CH:5]=[CH:4][CH:3]=1.[C:24]([NH:31][CH2:32][CH2:33][CH2:34][NH2:35])([O:26][C:27]([CH3:30])([CH3:29])[CH3:28])=[O:25]. The catalyst is C1(C)C(C)=CC=CC=1. The product is [C:27]([O:26][C:24](=[O:25])[NH:31][CH2:32][CH2:33][CH2:34][NH:35][CH:19]([C:9]1[N:8]([CH2:1][C:2]2[CH:7]=[CH:6][CH:5]=[CH:4][CH:3]=2)[C:13](=[O:14])[C:12]2=[CH:15][CH:16]=[C:17]([Cl:18])[N:11]2[N:10]=1)[CH:21]1[CH2:23][CH2:22]1)([CH3:30])([CH3:28])[CH3:29]. The yield is 0.620. (2) The reactants are [C:1]([C:4]1[CH:13]=[CH:12][C:7]2[O:8][C:9]([CH3:11])=[CH:10][C:6]=2[CH:5]=1)([OH:3])=[O:2].S(=O)(=O)(O)O.[C:19](=O)([O-])O.[Na+]. The catalyst is CO. The product is [CH3:19][O:2][C:1]([C:4]1[CH:13]=[CH:12][C:7]2[O:8][C:9]([CH3:11])=[CH:10][C:6]=2[CH:5]=1)=[O:3]. The yield is 0.810. (3) The reactants are [C:1]([O:5][C:6]([O:8][Si](C(C)(C)C)(C)C)=[CH2:7])([CH3:4])([CH3:3])[CH3:2].[CH2:16]([N:23]([CH3:35])[C@@H:24]([CH:30]1[CH2:34][CH2:33][CH2:32][CH2:31]1)[CH:25](OC)[O:26][CH3:27])[C:17]1[CH:22]=[CH:21][CH:20]=[CH:19][CH:18]=1.B(F)(F)F.CCOCC. The catalyst is ClCCl.CN(C=O)C. The product is [C:1]([O:5][C:6](=[O:7])[CH2:8][C@@H:25]([O:26][CH3:27])[C@@H:24]([N:23]([CH2:16][C:17]1[CH:18]=[CH:19][CH:20]=[CH:21][CH:22]=1)[CH3:35])[CH:30]1[CH2:34][CH2:33][CH2:32][CH2:31]1)([CH3:2])([CH3:3])[CH3:4]. The yield is 0.660. (4) The reactants are [CH3:1][C@H:2]1[CH2:7][NH:6][C@H:5]([CH3:8])[CH2:4][NH:3]1.CS(O)(=O)=O.C([O-])(=O)C.[K+].Cl[C:20]([O:22][CH2:23][CH3:24])=[O:21]. The catalyst is O.O1CCCC1.C(O)C. The product is [CH3:1][C@H:2]1[CH2:7][NH:6][C@H:5]([CH3:8])[CH2:4][N:3]1[C:20]([O:22][CH2:23][CH3:24])=[O:21]. The yield is 0.740. (5) No catalyst specified. The product is [NH2:1][C:2]1[C:3]([C:26]([NH2:30])=[O:28])=[N:4][C:5]([C:9]2[CH:14]=[CH:13][CH:12]=[C:11]([C:15]#[C:16][C@@:17]([OH:25])([C:19]3[N:23]=[C:22]([CH3:24])[O:21][N:20]=3)[CH3:18])[CH:10]=2)=[C:6]([F:8])[CH:7]=1. The reactants are [NH2:1][C:2]1[C:3]([C:26]([O:28]C)=O)=[N:4][C:5]([C:9]2[CH:14]=[CH:13][CH:12]=[C:11]([C:15]#[C:16][C@@:17]([OH:25])([C:19]3[N:23]=[C:22]([CH3:24])[O:21][N:20]=3)[CH3:18])[CH:10]=2)=[C:6]([F:8])[CH:7]=1.[NH3:30]. The yield is 0.190. (6) The reactants are [CH3:1][N:2]1[C:7]([CH3:8])=[CH:6][C:5](=[O:9])[NH:4][C:3]1=[O:10].[N+:11]([O-])([O-:13])=[O:12].[K+]. The catalyst is OS(O)(=O)=O. The product is [CH3:1][N:2]1[C:7]([CH3:8])=[C:6]([N+:11]([O-:13])=[O:12])[C:5](=[O:9])[NH:4][C:3]1=[O:10]. The yield is 0.681. (7) The reactants are [CH3:1][N:2]([CH2:4][C:5]1[CH:10]=[CH:9][C:8]([NH:11][C:12]2[CH:20]=[CH:19][CH:18]=[C:17]3[C:13]=2[C:14](=[O:30])[N:15]([CH:22]2[CH2:27][CH2:26][C:25](=[O:28])[NH:24][C:23]2=[O:29])[C:16]3=[O:21])=[C:7]([O:31][CH3:32])[CH:6]=1)[CH3:3].[ClH:33]. The catalyst is C(Cl)Cl.CO.CCOCC. The product is [ClH:33].[CH3:3][N:2]([CH2:4][C:5]1[CH:10]=[CH:9][C:8]([NH:11][C:12]2[CH:20]=[CH:19][CH:18]=[C:17]3[C:13]=2[C:14](=[O:30])[N:15]([CH:22]2[CH2:27][CH2:26][C:25](=[O:28])[NH:24][C:23]2=[O:29])[C:16]3=[O:21])=[C:7]([O:31][CH3:32])[CH:6]=1)[CH3:1]. The yield is 1.00. (8) The yield is 0.0100. The catalyst is O1CCCC1. The product is [CH3:1][C:2]1[S:6][C:5]([C:7]2[CH:15]=[C:14]3[C:10]([C:11]([C:16]([O:18][C@H:21]4[CH:22]5[CH2:25][CH2:26][N:19]([CH2:24][CH2:23]5)[CH2:20]4)=[O:17])=[N:12][NH:13]3)=[CH:9][CH:8]=2)=[N:4][CH:3]=1. The reactants are [CH3:1][C:2]1[S:6][C:5]([C:7]2[CH:15]=[C:14]3[C:10]([C:11]([C:16]([OH:18])=[O:17])=[N:12][NH:13]3)=[CH:9][CH:8]=2)=[N:4][CH:3]=1.[N:19]12[CH2:26][CH2:25][CH:22]([CH2:23][CH2:24]1)[C@@H:21](O)[CH2:20]2.C1(P(C2C=CC=CC=2)C2C=CC=CC=2)C=CC=CC=1.N(C(OC(C)C)=O)=NC(OC(C)C)=O. (9) The reactants are [NH2:1][C@H:2]1[CH2:6][C@H:5]([OH:7])[C@@H:4]([CH2:8][OH:9])[CH2:3]1.[Cl:10][C:11]1[CH:16]=[C:15](Cl)[N:14]=[CH:13][N:12]=1.CCN(CC)CC. The catalyst is C(O)(C)C. The product is [Cl:10][C:11]1[N:12]=[CH:13][N:14]=[C:15]([NH:1][C@H:2]2[CH2:6][C@H:5]([OH:7])[C@@H:4]([CH2:8][OH:9])[CH2:3]2)[CH:16]=1. The yield is 0.590.